From a dataset of Forward reaction prediction with 1.9M reactions from USPTO patents (1976-2016). Predict the product of the given reaction. (1) Given the reactants [Cl-].[Al+3].[Cl-].[Cl-].[CH3:5][O:6][C:7]1[CH:8]=[C:9]([CH2:13][CH2:14][OH:15])[CH:10]=[CH:11][CH:12]=1.[C:16](Cl)(=[O:18])[CH3:17].Cl.[C:21](OCC)(=[O:23])[CH3:22], predict the reaction product. The product is: [C:16]([C:10]1[CH:11]=[CH:12][C:7]([O:6][CH3:5])=[CH:8][C:9]=1[CH2:13][CH2:14][O:15][C:21](=[O:23])[CH3:22])(=[O:18])[CH3:17]. (2) Given the reactants COC(=O)[C:4]1[CH:9]=[C:8]([NH2:10])[CH:7]=[CH:6][C:5]=1Cl.Cl.[N:14]([O-])=O.[Na+].[C:18]([O-:21])(=[O:20])[CH3:19].[Na+].C(OC(=O)NC(=O)[CH2:29][C:30]([NH:32][C:33]([O:35]CC)=O)=[O:31])C.S(=O)(=O)(O)O, predict the reaction product. The product is: [CH3:6][C:5]1[CH:4]=[CH:9][C:8]([N:10]2[C:33](=[O:35])[NH:32][C:30](=[O:31])[CH:29]=[N:14]2)=[CH:7][C:19]=1[C:18]([OH:21])=[O:20]. (3) Given the reactants [C:1]([O:7][CH2:8][C:9]1[CH:14]=[CH:13][CH:12]=[CH:11][CH:10]=1)(=[O:6])[CH2:2][C:3]([CH3:5])=O.[CH3:15][NH2:16], predict the reaction product. The product is: [CH2:8]([O:7][C:1](=[O:6])[CH:2]=[C:3]([NH:16][CH3:15])[CH3:5])[C:9]1[CH:14]=[CH:13][CH:12]=[CH:11][CH:10]=1.